Dataset: Reaction yield outcomes from USPTO patents with 853,638 reactions. Task: Predict the reaction yield, written as a fraction of the theoretical maximum amount of product (1.0 means a 100% yield; for example, 0.34 means a 34% yield). (1) The reactants are [H-].[Na+].[CH3:3][O:4][C:5]1[CH:13]=[CH:12][CH:11]=[C:10]2[C:6]=1[C:7]([C:14]([NH2:16])=[O:15])=[CH:8][NH:9]2.[CH2:17]([S:21][C:22]1[N:27]=[C:26](Cl)[CH:25]=[CH:24][N:23]=1)[CH2:18][CH2:19][CH3:20]. The catalyst is CN(C=O)C. The product is [CH2:17]([S:21][C:22]1[N:23]=[C:24]([N:9]2[C:10]3[C:6](=[C:5]([O:4][CH3:3])[CH:13]=[CH:12][CH:11]=3)[C:7]([C:14]([NH2:16])=[O:15])=[CH:8]2)[CH:25]=[CH:26][N:27]=1)[CH2:18][CH2:19][CH3:20]. The yield is 0.988. (2) The reactants are C[O:2][C:3](=[O:45])[C:4]1[CH:9]=[CH:8][C:7](OC2C=CC(C[C@@H](C3N(CCCC)C=C(C4C=CC(Cl)=CC=4Cl)N=3)NC(=O)CCCC(O)=O)=CC=2)=[CH:6][CH:5]=1.C(N)C1C=CC=CC=1. No catalyst specified. The product is [C:3]([OH:45])(=[O:2])[C:4]1[CH:9]=[CH:8][CH:7]=[CH:6][CH:5]=1. The yield is 0.700.